From a dataset of CYP2C9 inhibition data for predicting drug metabolism from PubChem BioAssay. Regression/Classification. Given a drug SMILES string, predict its absorption, distribution, metabolism, or excretion properties. Task type varies by dataset: regression for continuous measurements (e.g., permeability, clearance, half-life) or binary classification for categorical outcomes (e.g., BBB penetration, CYP inhibition). Dataset: cyp2c9_veith. (1) The compound is C#CCOCCCC(=O)O. The result is 0 (non-inhibitor). (2) The compound is Cc1cc(C)c(C(N)=O)c(NC(=O)Nc2ccccc2)n1. The result is 0 (non-inhibitor). (3) The drug is CN1CCN(C2CC(=O)N(Cc3ccc(N4CCCC4=O)cc3)C2=O)CC1. The result is 0 (non-inhibitor). (4) The compound is COc1c2occc2c(OC)c2c(=O)cc(C)oc12. The result is 0 (non-inhibitor). (5) The compound is COc1cc(N)c(Cl)cc1C(=O)CCC1CCN(CCNS(C)(=O)=O)CC1. The result is 1 (inhibitor). (6) The compound is COc1ccc2[nH]c(=O)c(CN(CCO)C(=O)c3cccs3)cc2c1. The result is 0 (non-inhibitor). (7) The result is 0 (non-inhibitor). The drug is C/C(CCN1CCc2nc(-c3ccccc3)c(-c3ccccc3)cc2C1)=N\OC[C@@H](O)[C@@H]1O[C@@H]2OC(C)(C)O[C@@H]2[C@H]1O.